Task: Predict the reactants needed to synthesize the given product.. Dataset: Full USPTO retrosynthesis dataset with 1.9M reactions from patents (1976-2016) (1) The reactants are: [F:1][C:2]1[CH:7]=[C:6]([F:8])[CH:5]=[CH:4][C:3]=1[S:9]([NH:12][C:13]1[C:14]([O:28][CH3:29])=[N:15][CH:16]=[C:17](B2OC(C)(C)C(C)(C)O2)[CH:18]=1)(=[O:11])=[O:10].Br[C:31]1[CH:32]=[CH:33][C:34]2[N:35]([C:37]([C:40]#[N:41])=[CH:38][N:39]=2)[N:36]=1.C(Cl)Cl.C([O-])([O-])=O.[Na+].[Na+]. Given the product [C:40]([C:37]1[N:35]2[N:36]=[C:31]([C:17]3[CH:18]=[C:13]([NH:12][S:9]([C:3]4[CH:4]=[CH:5][C:6]([F:8])=[CH:7][C:2]=4[F:1])(=[O:10])=[O:11])[C:14]([O:28][CH3:29])=[N:15][CH:16]=3)[CH:32]=[CH:33][C:34]2=[N:39][CH:38]=1)#[N:41], predict the reactants needed to synthesize it. (2) The reactants are: C(O)(=O)CC.[CH3:6][C:7]([O:9][CH2:10][C:11]1[C:24]2[C:19](=[CH:20][CH:21]=[CH:22][CH:23]=2)[C:18]([CH2:25][O:26][C:27]([CH3:29])=[O:28])=[C:17]2[C:12]=1[CH:13]=[CH:14][CH:15]=[CH:16]2)=[O:8].C(O)(=O)CC.O. Given the product [CH3:29][C:27]([O:26][CH2:25][C:18]1[C:17]2[C:12](=[CH:13][CH:14]=[CH:15][CH:16]=2)[C:11]([CH2:10][O:9][C:7]([CH3:6])=[O:8])=[C:24]2[C:19]=1[CH:20]=[CH:21][CH:22]=[CH:23]2)=[O:28], predict the reactants needed to synthesize it. (3) Given the product [C:12]1([C:18]2[C:26]3[N:25]=[C:24]([C:27](=[O:29])[CH3:28])[NH:23][C:22]=3[C:21]([C:30]3[CH:31]=[CH:32][CH:33]=[CH:34][CH:35]=3)=[CH:20][CH:19]=2)[CH:13]=[CH:14][CH:15]=[CH:16][CH:17]=1, predict the reactants needed to synthesize it. The reactants are: [Cr](O[Cr]([O-])(=O)=O)([O-])(=O)=O.[K+].[K+].[C:12]1([C:18]2[C:26]3[N:25]=[C:24]([CH:27]([OH:29])[CH3:28])[NH:23][C:22]=3[C:21]([C:30]3[CH:35]=[CH:34][CH:33]=[CH:32][CH:31]=3)=[CH:20][CH:19]=2)[CH:17]=[CH:16][CH:15]=[CH:14][CH:13]=1.[NH4+].[OH-]. (4) Given the product [C:1]([O:5][C:6]([NH:8][C@H:9]([C:10]([O:12][CH3:13])=[O:11])[CH2:14][C:15]1[CH:20]=[CH:19][C:18]([O:21][CH2:23][C:24]2[CH:33]=[CH:32][C:27]([C:28]([O:30][CH3:31])=[O:29])=[CH:26][CH:25]=2)=[CH:17][CH:16]=1)=[O:7])([CH3:4])([CH3:2])[CH3:3], predict the reactants needed to synthesize it. The reactants are: [C:1]([O:5][C:6]([NH:8][C@@H:9]([CH2:14][C:15]1[CH:20]=[CH:19][C:18]([OH:21])=[CH:17][CH:16]=1)[C:10]([O:12][CH3:13])=[O:11])=[O:7])([CH3:4])([CH3:3])[CH3:2].Br[CH2:23][C:24]1[CH:33]=[CH:32][C:27]([C:28]([O:30][CH3:31])=[O:29])=[CH:26][CH:25]=1.C([O-])([O-])=O.[K+].[K+]. (5) Given the product [CH:6]([OH:5])=[O:39].[Cl:21][C:22]1[CH:27]=[CH:26][C:25]([CH2:28][C:29]2[C:38]3[C:33](=[CH:34][CH:35]=[CH:36][CH:37]=3)[C:32](=[O:39])[N:31]([CH:40]3[CH2:46][CH2:45][CH2:44][N:43]([CH2:2][CH2:3][CH2:4][O:5][C:6]4[CH:20]=[CH:19][C:9]5[CH2:10][CH2:11][N:12]([CH:15]6[CH2:18][CH2:17][CH2:16]6)[CH2:13][CH2:14][C:8]=5[CH:7]=4)[CH2:42][CH2:41]3)[N:30]=2)=[CH:24][CH:23]=1, predict the reactants needed to synthesize it. The reactants are: Cl[CH2:2][CH2:3][CH2:4][O:5][C:6]1[CH:20]=[CH:19][C:9]2[CH2:10][CH2:11][N:12]([CH:15]3[CH2:18][CH2:17][CH2:16]3)[CH2:13][CH2:14][C:8]=2[CH:7]=1.[Cl:21][C:22]1[CH:27]=[CH:26][C:25]([CH2:28][C:29]2[C:38]3[C:33](=[CH:34][CH:35]=[CH:36][CH:37]=3)[C:32](=[O:39])[N:31]([CH:40]3[CH2:46][CH2:45][CH2:44][NH:43][CH2:42][CH2:41]3)[N:30]=2)=[CH:24][CH:23]=1.CCN(C(C)C)C(C)C. (6) Given the product [F:1][C:2]1[CH:7]=[C:6]([O:8][CH2:27][C:26]2[CH:29]=[CH:30][C:23]([F:22])=[CH:24][CH:25]=2)[CH:5]=[CH:4][C:3]=1[C:9]([N:11]1[CH2:15][CH2:14][CH2:13][C@H:12]1[CH2:16][N:17]1[CH2:21][CH2:20][CH2:19][CH2:18]1)=[O:10], predict the reactants needed to synthesize it. The reactants are: [F:1][C:2]1[CH:7]=[C:6]([OH:8])[CH:5]=[CH:4][C:3]=1[C:9]([N:11]1[CH2:15][CH2:14][CH2:13][C@H:12]1[CH2:16][N:17]1[CH2:21][CH2:20][CH2:19][CH2:18]1)=[O:10].[F:22][C:23]1[CH:30]=[CH:29][C:26]([CH2:27]Br)=[CH:25][CH:24]=1. (7) Given the product [Cl:2][C:3]1[S:18][C:6]2[C:7]3([O:8][CH2:9][C:10]([F:12])([F:11])[C:5]=2[CH:4]=1)[CH2:13][CH2:14][N:15]([CH2:31][C:29]1[C:28]([C:33]([O:35][CH2:36][CH3:37])=[O:34])=[N:27][N:26]([C:21]2[CH:22]=[CH:23][CH:24]=[CH:25][C:20]=2[F:19])[CH:30]=1)[CH2:16][CH2:17]3, predict the reactants needed to synthesize it. The reactants are: Cl.[Cl:2][C:3]1[S:18][C:6]2[C:7]3([CH2:17][CH2:16][NH:15][CH2:14][CH2:13]3)[O:8][CH2:9][C:10]([F:12])([F:11])[C:5]=2[CH:4]=1.[F:19][C:20]1[CH:25]=[CH:24][CH:23]=[CH:22][C:21]=1[N:26]1[CH:30]=[C:29]([CH:31]=O)[C:28]([C:33]([O:35][CH2:36][CH3:37])=[O:34])=[N:27]1.CN1CCOCC1.C(O[BH-](OC(=O)C)OC(=O)C)(=O)C.[Na+].